Dataset: Reaction yield outcomes from USPTO patents with 853,638 reactions. Task: Predict the reaction yield, written as a fraction of the theoretical maximum amount of product (1.0 means a 100% yield; for example, 0.34 means a 34% yield). (1) The reactants are [Br:1][C:2]1[C:3](=[O:21])[N:4]([C:10]2[CH:11]=[C:12]([CH:17]=[CH:18][C:19]=2[CH3:20])[C:13]([NH:15][CH3:16])=[O:14])[C:5]([CH3:9])=[CH:6][C:7]=1[OH:8].C(=O)([O-])[O-].[K+].[K+].CN1CCCC1=O.[F:35][C:36]1[CH:43]=[C:42]([F:44])[CH:41]=[CH:40][C:37]=1[CH2:38]Br. The catalyst is O. The product is [F:35][C:36]1[CH:43]=[C:42]([F:44])[CH:41]=[CH:40][C:37]=1[CH2:38][O:8][C:7]1[CH:6]=[C:5]([CH3:9])[N:4]([C:10]2[CH:11]=[C:12]([CH:17]=[CH:18][C:19]=2[CH3:20])[C:13]([NH:15][CH3:16])=[O:14])[C:3](=[O:21])[C:2]=1[Br:1]. The yield is 0.950. (2) The reactants are [N:1]([C:4]([CH3:17])([CH3:16])[CH:5]=[C:6]1[CH2:11][C:10]([CH3:13])([CH3:12])[CH2:9][C:8]([CH3:15])([CH3:14])[CH2:7]1)=[N+]=[N-].[ClH:18].CC1(C)CC(C)(C)CC(=CC(N)C)C1. No catalyst specified. The product is [ClH:18].[CH3:17][C:4]([NH2:1])([CH3:16])[CH:5]=[C:6]1[CH2:7][C:8]([CH3:15])([CH3:14])[CH2:9][C:10]([CH3:13])([CH3:12])[CH2:11]1. The yield is 0.690. (3) The reactants are [CH2:1]([N:3](S(C1C=CC([N+]([O-])=O)=CC=1)(=O)=O)[CH2:4][C@@H:5]([NH:12][C:13]1[C:22]2[C:17](=[C:18]([C:23]([NH2:25])=[O:24])[CH:19]=[CH:20][CH:21]=2)[N:16]=[CH:15][N:14]=1)[C:6]1[CH:11]=[CH:10][CH:9]=[CH:8][CH:7]=1)[CH3:2].C(#N)C.C(=O)([O-])[O-].[Cs+].[Cs+].C1(S)C=CC=CC=1. The catalyst is [NH4+].[Cl-]. The product is [CH2:1]([NH:3][CH2:4][C@@H:5]([NH:12][C:13]1[C:22]2[C:17](=[C:18]([C:23]([NH2:25])=[O:24])[CH:19]=[CH:20][CH:21]=2)[N:16]=[CH:15][N:14]=1)[C:6]1[CH:7]=[CH:8][CH:9]=[CH:10][CH:11]=1)[CH3:2]. The yield is 0.210.